Dataset: Forward reaction prediction with 1.9M reactions from USPTO patents (1976-2016). Task: Predict the product of the given reaction. Given the reactants Br[C:2]1[C:7]([F:8])=[CH:6][C:5]([N:9]2[C:18]3[C:13](=[CH:14][C:15]([S:19]([NH:22][C:23]4[CH:27]=[CH:26][O:25][N:24]=4)(=[O:21])=[O:20])=[CH:16][CH:17]=3)[CH:12]=[CH:11][C:10]2=[O:28])=[C:4]([O:29][CH2:30][C:31]#[N:32])[CH:3]=1.[Cl:33][C:34]1[CH:39]=[CH:38][C:37](B(O)O)=[CH:36][C:35]=1[CH3:43].C(=O)([O-])[O-].[K+].[K+].C(Cl)Cl, predict the reaction product. The product is: [Cl:33][C:34]1[CH:39]=[CH:38][C:37]([C:2]2[CH:3]=[C:4]([O:29][CH2:30][C:31]#[N:32])[C:5]([N:9]3[C:18]4[C:13](=[CH:14][C:15]([S:19]([NH:22][C:23]5[CH:27]=[CH:26][O:25][N:24]=5)(=[O:21])=[O:20])=[CH:16][CH:17]=4)[CH:12]=[CH:11][C:10]3=[O:28])=[CH:6][C:7]=2[F:8])=[CH:36][C:35]=1[CH3:43].